From a dataset of Catalyst prediction with 721,799 reactions and 888 catalyst types from USPTO. Predict which catalyst facilitates the given reaction. (1) Reactant: [CH3:1][O:2][C:3]1[N:8]=[C:7]([C:9]([F:12])([F:11])[F:10])[C:6]([NH2:13])=[CH:5][CH:4]=1.[C:14](Cl)(Cl)=[S:15].O. Product: [N:13]([C:6]1[C:7]([C:9]([F:10])([F:11])[F:12])=[N:8][C:3]([O:2][CH3:1])=[CH:4][CH:5]=1)=[C:14]=[S:15]. The catalyst class is: 685. (2) Reactant: [C:1]([Cl:9])(=[O:8])[C:2]1[CH:7]=[CH:6][CH:5]=[CH:4][CH:3]=1.C(#N)C.[CH2:13]([N:15]1[C:21](=[O:22])[C:20]([CH3:24])([CH3:23])[C:19](=[O:25])[N:18]([CH3:26])[C:17]2[CH:27]=[C:28]([O:31][CH2:32][CH2:33][CH2:34][NH:35][CH2:36][CH2:37][C:38]3[CH:39]=[N:40][CH:41]=[CH:42][CH:43]=3)[CH:29]=[CH:30][C:16]1=2)[CH3:14].C(N(CC)CC)C. Product: [ClH:9].[CH2:13]([N:15]1[C:21](=[O:22])[C:20]([CH3:24])([CH3:23])[C:19](=[O:25])[N:18]([CH3:26])[C:17]2[CH:27]=[C:28]([O:31][CH2:32][CH2:33][CH2:34][N:35]([CH2:36][CH2:37][C:38]3[CH:39]=[N:40][CH:41]=[CH:42][CH:43]=3)[C:1](=[O:8])[C:2]3[CH:7]=[CH:6][CH:5]=[CH:4][CH:3]=3)[CH:29]=[CH:30][C:16]1=2)[CH3:14]. The catalyst class is: 84. (3) Reactant: [Si:1]([O:8][C@@H:9]1[C@H:17]2[C@@:13]([CH3:26])([C@@H:14]([C@:18]([OH:25])([CH3:24])[CH2:19][C:20](=[CH2:23])[CH2:21]O)[CH2:15][CH2:16]2)[CH2:12][CH2:11][CH2:10]1)([C:4]([CH3:7])([CH3:6])[CH3:5])([CH3:3])[CH3:2].C1C=CC(P(C2C=CC=CC=2)C2C=CC=CC=2)=CC=1.C(Cl)(Cl)(Cl)[Cl:47]. Product: [Cl:47][CH2:21][C:20](=[CH2:23])[CH2:19][C@@:18]([C@@H:14]1[C@:13]2([CH3:26])[C@H:17]([C@@H:9]([O:8][Si:1]([C:4]([CH3:7])([CH3:6])[CH3:5])([CH3:3])[CH3:2])[CH2:10][CH2:11][CH2:12]2)[CH2:16][CH2:15]1)([OH:25])[CH3:24]. The catalyst class is: 23.